Dataset: Forward reaction prediction with 1.9M reactions from USPTO patents (1976-2016). Task: Predict the product of the given reaction. (1) Given the reactants [I:1][C:2]1[CH:7]=[CH:6][C:5]([C@H:8]2[C@@H:13](C(O)=O)[CH2:12][CH2:11][O:10][CH2:9]2)=[CH:4][CH:3]=1.C([N:20](C(C)C)CC)(C)C.C1(P(N=[N+]=[N-])(C2C=CC=CC=2)=O)C=CC=CC=1.[OH-].[Na+], predict the reaction product. The product is: [I:1][C:2]1[CH:7]=[CH:6][C:5]([C@H:8]2[C@@H:13]([NH2:20])[CH2:12][CH2:11][O:10][CH2:9]2)=[CH:4][CH:3]=1. (2) Given the reactants [CH3:1][C:2]([C:5]1[CH:10]=[CH:9][C:8]([CH2:11][N:12]2[C:17](=[O:18])[C:16]([C:19]([NH:21][CH2:22][C:23]([O:25]CC)=[O:24])=[O:20])=[C:15]([OH:28])[N:14]=[C:13]2[NH:29][C:30]2[CH:35]=[CH:34][CH:33]=[CH:32][CH:31]=2)=[CH:7][CH:6]=1)([CH3:4])[CH3:3].N(CC(OCC)=O)=C=O.CC(C1C=CC(CN2C(=O)CC(=O)N=C2NC2C=CC=CC=2)=CC=1)(C)C.C(N(C(C)C)CC)(C)C, predict the reaction product. The product is: [CH3:4][C:2]([C:5]1[CH:6]=[CH:7][C:8]([CH2:11][N:12]2[C:17](=[O:18])[C:16]([C:19]([NH:21][CH2:22][C:23]([OH:25])=[O:24])=[O:20])=[C:15]([OH:28])[N:14]=[C:13]2[NH:29][C:30]2[CH:35]=[CH:34][CH:33]=[CH:32][CH:31]=2)=[CH:9][CH:10]=1)([CH3:1])[CH3:3]. (3) Given the reactants Br[C:2]1[C:3]([CH2:17][CH3:18])=[C:4]([O:8][CH2:9][CH2:10][CH2:11][C:12]([O:14][CH2:15][CH3:16])=[O:13])[CH:5]=[CH:6][CH:7]=1.[Cu][C:20]#[N:21].O, predict the reaction product. The product is: [C:20]([C:2]1[C:3]([CH2:17][CH3:18])=[C:4]([O:8][CH2:9][CH2:10][CH2:11][C:12]([O:14][CH2:15][CH3:16])=[O:13])[CH:5]=[CH:6][CH:7]=1)#[N:21]. (4) Given the reactants [Cl:1][C:2]1[CH:3]=[N+:4]([O-:27])[CH:5]=[C:6]([Cl:26])[C:7]=1[CH2:8][C:9]([C:11]1[C:16]2[O:17][C:18]3([O:23][C:15]=2[C:14]([O:24][CH3:25])=[CH:13][CH:12]=1)[CH2:22][CH2:21][CH2:20][CH2:19]3)=[O:10].[BH4-].[Na+], predict the reaction product. The product is: [Cl:1][C:2]1[CH:3]=[N+:4]([O-:27])[CH:5]=[C:6]([Cl:26])[C:7]=1[CH2:8][CH:9]([OH:10])[C:11]1[C:16]2[O:17][C:18]3([O:23][C:15]=2[C:14]([O:24][CH3:25])=[CH:13][CH:12]=1)[CH2:19][CH2:20][CH2:21][CH2:22]3. (5) Given the reactants [C:1]([NH:6][C:7]1[CH:8]=[C:9]([CH:14]=[CH:15][C:16]=1[O:17][CH3:18])[C:10]([O:12][CH3:13])=[O:11])(=[O:5])[CH:2]([CH3:4])[CH3:3].[CH3:19]I.[H-].[Na+].O, predict the reaction product. The product is: [CH3:18][O:17][C:16]1[CH:15]=[CH:14][C:9]([C:10]([O:12][CH3:13])=[O:11])=[CH:8][C:7]=1[N:6]([CH3:19])[C:1](=[O:5])[CH:2]([CH3:4])[CH3:3]. (6) Given the reactants N1CCCC1.[CH3:6][CH2:7][C:8](=O)[CH2:9][CH3:10].[OH:12][C:13]1[CH:18]=[C:17]([OH:19])[CH:16]=[CH:15][C:14]=1[C:20](=[O:22])[CH3:21], predict the reaction product. The product is: [CH2:7]([C:8]1([CH2:9][CH3:10])[CH2:21][C:20](=[O:22])[C:14]2[C:13](=[CH:18][C:17]([OH:19])=[CH:16][CH:15]=2)[O:12]1)[CH3:6].